Dataset: Full USPTO retrosynthesis dataset with 1.9M reactions from patents (1976-2016). Task: Predict the reactants needed to synthesize the given product. (1) Given the product [NH2:1][C:4]1[CH:5]=[CH:6][C:7]([C:10]2[C:11]([C:21]([NH2:23])=[O:22])=[C:12]([NH:15][C:16]([NH:18][CH2:19][CH3:20])=[O:17])[NH:13][CH:14]=2)=[CH:8][CH:9]=1, predict the reactants needed to synthesize it. The reactants are: [N+:1]([C:4]1[CH:9]=[CH:8][C:7]([C:10]2[C:11]([C:21]([NH2:23])=[O:22])=[C:12]([NH:15][C:16]([NH:18][CH2:19][CH3:20])=[O:17])[NH:13][CH:14]=2)=[CH:6][CH:5]=1)([O-])=O.[H][H]. (2) The reactants are: [Br:1][C:2]1[CH:7]=[CH:6][C:5]([I:8])=[CH:4][C:3]=1[CH2:9]Br.[C-:11]#[N:12].[K+]. Given the product [Br:1][C:2]1[CH:7]=[CH:6][C:5]([I:8])=[CH:4][C:3]=1[CH2:9][C:11]#[N:12], predict the reactants needed to synthesize it. (3) Given the product [CH2:1]([O:3][C:4]([C:6]1[C:7]2[CH:18]=[CH:17][C:16]([CH2:6][C:7]3[CH:18]=[CH:17][CH:16]=[CH:15][CH:8]=3)=[C:15]([OH:26])[C:8]=2[S:9][C:10]=1[NH2:11])=[O:5])[CH3:2], predict the reactants needed to synthesize it. The reactants are: [CH2:1]([O:3][C:4]([C:6]1[C:7]2[CH:18]=[C:17](CC3C=CC=CC=3)[CH:16]=[C:15]([OH:26])[C:8]=2[S:9][C:10]=1[NH:11]C(=O)C)=[O:5])[CH3:2].OS(O)(=O)=O. (4) Given the product [CH2:1]([O:8][C:9]1[CH:14]=[CH:13][N:12]=[C:11]([NH2:55])[CH:10]=1)[C:2]1[CH:7]=[CH:6][CH:5]=[CH:4][CH:3]=1, predict the reactants needed to synthesize it. The reactants are: [CH2:1]([O:8][C:9]1[CH:14]=[CH:13][N:12]=[C:11](Cl)[CH:10]=1)[C:2]1[CH:7]=[CH:6][CH:5]=[CH:4][CH:3]=1.C1(P(C2CCCCC2)C2C=CC=CC=2C2C(C(C)C)=CC(C(C)C)=CC=2C(C)C)CCCCC1.[Li+].C[Si]([N-:55][Si](C)(C)C)(C)C. (5) Given the product [BrH:15].[C:1]1([S:7][CH2:8][C@@H:9]2[NH:12][C:14]([NH2:13])=[N:11][CH2:10]2)[CH:6]=[CH:5][CH:4]=[CH:3][CH:2]=1, predict the reactants needed to synthesize it. The reactants are: [C:1]1([S:7][CH2:8][C@H:9]([NH2:12])[CH2:10][NH2:11])[CH:6]=[CH:5][CH:4]=[CH:3][CH:2]=1.[N:13]#[C:14][Br:15]. (6) Given the product [Br:1][C:11]1([C:9]([C:3]2[CH:4]=[CH:5][CH:6]=[CH:7][CH:8]=2)=[O:10])[CH2:12][CH2:13][CH2:14][CH2:15][CH2:16]1, predict the reactants needed to synthesize it. The reactants are: [Br:1]Br.[CH:3]1([C:9]([C:11]2[CH:16]=[CH:15][CH:14]=[CH:13][CH:12]=2)=[O:10])[CH2:8][CH2:7][CH2:6][CH2:5][CH2:4]1.